From a dataset of Reaction yield outcomes from USPTO patents with 853,638 reactions. Predict the reaction yield, written as a fraction of the theoretical maximum amount of product (1.0 means a 100% yield; for example, 0.34 means a 34% yield). (1) The reactants are C(O[C:6](=O)[NH:7][CH2:8][CH:9]([C:18]1[CH:23]=[CH:22][C:21]([Br:24])=[CH:20][CH:19]=1)[C:10]1[CH:15]=[CH:14][CH:13]=[C:12]([O:16][CH3:17])[CH:11]=1)(C)(C)C.Br[C:42]1[CH:43]=[CH:38]C(C([C:38]2[CH:43]=[CH:42][CH:41]=[C:40](OC)C=2)CC(O)=O)=[CH:40][CH:41]=1.C([N:48]([CH2:51][CH3:52])CC)C.[C:53]1(P(N=[N+]=[N-])(C2C=CC=CC=2)=O)[CH:58]=CC=C[CH:54]=1. The catalyst is C(O)(C)(C)C. The product is [Br:24][C:21]1[CH:20]=[CH:19][C:18]([C@H:9]2[C:10]3[C:15](=[CH:14][CH:13]=[C:12]([O:16][CH2:17][CH2:52][CH2:51][N:48]4[CH2:40][CH2:41][CH2:42][CH2:43][CH2:38]4)[CH:11]=3)[C@H:54]3[CH2:53][CH2:58][CH2:6][N:7]3[CH2:8]2)=[CH:23][CH:22]=1. The yield is 0.800. (2) The reactants are Cl.C(N=C=NCCCN(C)C)C.[CH3:13][O:14][C:15]1[CH:16]=[C:17]2[C:22](=[C:23]3[CH2:27][C:26]([CH3:29])([CH3:28])[O:25][C:24]=13)[C:21]([C:30]1[CH:31]=[C:32]([NH2:36])[CH:33]=[CH:34][CH:35]=1)=[N:20][C:19]([CH3:38])([CH3:37])[CH2:18]2.[CH3:39][C:40]([NH:45]C(=O)C(F)(F)F)([CH3:44])[C:41](O)=[O:42].O.ON1C2C=CC=CC=2N=N1.[OH-].[Na+]. The catalyst is CN(C)C=O.O. The product is [NH2:45][C:40]([CH3:44])([CH3:39])[C:41]([NH:36][C:32]1[CH:33]=[CH:34][CH:35]=[C:30]([C:21]2[C:22]3[C:17](=[CH:16][C:15]([O:14][CH3:13])=[C:24]4[O:25][C:26]([CH3:29])([CH3:28])[CH2:27][C:23]4=3)[CH2:18][C:19]([CH3:38])([CH3:37])[N:20]=2)[CH:31]=1)=[O:42]. The yield is 0.840. (3) The reactants are Cl.[F:2][C:3]1[C:4]([C:28]2[CH:33]=[CH:32][C:31]([O:34][CH2:35][C@H:36]3[CH2:41][CH2:40][C@H:39]([O:42]C4CCCCO4)[CH2:38][CH2:37]3)=[CH:30][CH:29]=2)=[CH:5][C:6](=[O:27])[N:7]([CH2:9][CH2:10][C@@:11]([CH3:26])([S:22]([CH3:25])(=[O:24])=[O:23])[C:12]([NH:14][O:15]C2CCCCO2)=[O:13])[CH:8]=1. The catalyst is O1CCOCC1.C(Cl)Cl.O. The product is [F:2][C:3]1[C:4]([C:28]2[CH:33]=[CH:32][C:31]([O:34][CH2:35][C@H:36]3[CH2:41][CH2:40][C@H:39]([OH:42])[CH2:38][CH2:37]3)=[CH:30][CH:29]=2)=[CH:5][C:6](=[O:27])[N:7]([CH2:9][CH2:10][C@@:11]([CH3:26])([S:22]([CH3:25])(=[O:23])=[O:24])[C:12]([NH:14][OH:15])=[O:13])[CH:8]=1. The yield is 0.330. (4) The reactants are [CH2:1]([O:8][C:9]1[CH:10]=[C:11]2[C:15](=[CH:16][CH:17]=1)[NH:14][CH:13]=[CH:12]2)[C:2]1[CH:7]=[CH:6][CH:5]=[CH:4][CH:3]=1.[H-].[Na+].I[CH3:21]. The catalyst is CN(C=O)C.O. The product is [CH2:1]([O:8][C:9]1[CH:10]=[C:11]2[C:15](=[CH:16][CH:17]=1)[N:14]([CH3:21])[CH:13]=[CH:12]2)[C:2]1[CH:3]=[CH:4][CH:5]=[CH:6][CH:7]=1. The yield is 0.800. (5) The reactants are [F:1][C:2]1([F:17])[O:6][C:5]2[CH:7]=[CH:8][C:9]([C:11]3([C:14]([OH:16])=O)[CH2:13][CH2:12]3)=[CH:10][C:4]=2[O:3]1.S(Cl)(Cl)=O.N1CCCCC1.[NH2:28][C:29]1[CH:30]=[C:31]2[C:35](=[CH:36][C:37]=1[F:38])[N:34]([CH2:39][C@H:40]1[CH2:44][O:43][C:42]([CH3:46])([CH3:45])[O:41]1)[C:33]([C:47]([CH3:51])([CH3:50])[CH2:48][OH:49])=[CH:32]2.C(N(CC)CC)C. The catalyst is CN(C=O)C.ClCCl. The product is [F:17][C:2]1([F:1])[O:6][C:5]2[CH:7]=[CH:8][C:9]([C:11]3([C:14]([NH:28][C:29]4[CH:30]=[C:31]5[C:35](=[CH:36][C:37]=4[F:38])[N:34]([CH2:39][C@H:40]4[CH2:44][O:43][C:42]([CH3:45])([CH3:46])[O:41]4)[C:33]([C:47]([CH3:51])([CH3:50])[CH2:48][OH:49])=[CH:32]5)=[O:16])[CH2:12][CH2:13]3)=[CH:10][C:4]=2[O:3]1. The yield is 0.960.